This data is from Catalyst prediction with 721,799 reactions and 888 catalyst types from USPTO. The task is: Predict which catalyst facilitates the given reaction. (1) Reactant: [F:1][C:2]([F:17])([F:16])[C:3]1([CH2:7][N:8]2[CH2:13][CH2:12][CH:11]([CH2:14][OH:15])[CH2:10][CH2:9]2)[CH2:6][CH2:5][CH2:4]1.[H-].[Na+].Br[C:21]1[CH:26]=[N:25][C:24]([I:27])=[CH:23][N:22]=1.O. Product: [I:27][C:24]1[CH:23]=[N:22][C:21]([O:15][CH2:14][CH:11]2[CH2:10][CH2:9][N:8]([CH2:7][C:3]3([C:2]([F:1])([F:16])[F:17])[CH2:4][CH2:5][CH2:6]3)[CH2:13][CH2:12]2)=[CH:26][N:25]=1. The catalyst class is: 1. (2) Reactant: [NH:1]1[C:9]2[C:4](=[CH:5][CH:6]=[C:7]([C:10]3[CH:35]=[CH:34][C:13]4[N:14]=[C:15]([C:17]5[N:21](COCC[Si](C)(C)C)[C:20]6[CH:30]=[CH:31][CH:32]=[CH:33][C:19]=6[N:18]=5)[O:16][C:12]=4[CH:11]=3)[CH:8]=2)[CH:3]=[N:2]1.[H-].[Na+].[CH2:38]([S:40](Cl)(=[O:42])=[O:41])[CH3:39]. Product: [CH2:38]([S:40]([N:1]1[C:9]2[C:4](=[CH:5][CH:6]=[C:7]([C:10]3[CH:35]=[CH:34][C:13]4[N:14]=[C:15]([C:17]5[NH:21][C:20]6[CH:30]=[CH:31][CH:32]=[CH:33][C:19]=6[N:18]=5)[O:16][C:12]=4[CH:11]=3)[CH:8]=2)[CH:3]=[N:2]1)(=[O:42])=[O:41])[CH3:39]. The catalyst class is: 3. (3) Reactant: [CH:1]1([C:7]2[CH:12]=[CH:11][C:10]([NH:13][C:14](=[O:23])[C:15]3[CH:20]=[CH:19][C:18]([NH:21][NH2:22])=[N:17][CH:16]=3)=[CH:9][CH:8]=2)[CH2:6][CH2:5][CH2:4][CH2:3][CH2:2]1.C([O:26][CH:27]=[C:28]1[C:32](=O)[O:31][C:30]([CH3:34])=[N:29]1)C. Product: [C:30]([NH:29][C:28]1[C:27](=[O:26])[N:21]([C:18]2[CH:19]=[CH:20][C:15]([C:14]([NH:13][C:10]3[CH:9]=[CH:8][C:7]([CH:1]4[CH2:2][CH2:3][CH2:4][CH2:5][CH2:6]4)=[CH:12][CH:11]=3)=[O:23])=[CH:16][N:17]=2)[NH:22][CH:32]=1)(=[O:31])[CH3:34]. The catalyst class is: 8. (4) Reactant: C([O:8][C:9](Cl)(Cl)Cl)(OC(Cl)(Cl)Cl)=O.[CH3:13][NH:14][C:15]1[CH:20]=[CH:19][CH:18]=[CH:17][CH:16]=1.[CH3:21][C:22]1[CH:27]=[CH:26][CH:25]=[C:24]([C:28]#[C:29][CH:30]=[C:31]2[CH2:36][CH2:35][NH:34][CH2:33][CH2:32]2)[N:23]=1. Product: [CH3:13][N:14]([C:15]1[CH:20]=[CH:19][CH:18]=[CH:17][CH:16]=1)[C:9]([N:34]1[CH2:35][CH2:36][C:31](=[CH:30][C:29]#[C:28][C:24]2[CH:25]=[CH:26][CH:27]=[C:22]([CH3:21])[N:23]=2)[CH2:32][CH2:33]1)=[O:8]. The catalyst class is: 2.